This data is from Reaction yield outcomes from USPTO patents with 853,638 reactions. The task is: Predict the reaction yield, written as a fraction of the theoretical maximum amount of product (1.0 means a 100% yield; for example, 0.34 means a 34% yield). (1) The reactants are [CH3:1][C:2]1[N:7]2[N:8]=[C:9](/[CH:11]=[CH:12]/[C:13]3[NH:14][CH:15]=[C:16]([C:18]4[O:19][C:20]([CH3:23])=[CH:21][CH:22]=4)[N:17]=3)[N:10]=[C:6]2[CH:5]=[CH:4][CH:3]=1.[H][H]. The catalyst is CO.[Pd]. The product is [CH3:1][C:2]1[N:7]2[N:8]=[C:9]([CH2:11][CH2:12][C:13]3[NH:14][CH:15]=[C:16]([C:18]4[O:19][C:20]([CH3:23])=[CH:21][CH:22]=4)[N:17]=3)[N:10]=[C:6]2[CH:5]=[CH:4][CH:3]=1. The yield is 0.300. (2) The product is [CH3:14][N:13]([CH3:15])[C:9]1[S:10][C@H:11]2[O:12][C@H:4]([C:2](=[O:37])[CH3:3])[C@@H:5]([O:26][CH2:27][C:28]3[CH:33]=[CH:32][C:31]([O:34][CH3:35])=[CH:30][CH:29]=3)[C@H:6]([O:16][CH2:17][C:18]3[CH:23]=[CH:22][C:21]([O:24][CH3:25])=[CH:20][CH:19]=3)[C@H:7]2[N:8]=1. The catalyst is ClCCl. The reactants are F[C@H:2]([C@H:4]1[O:12][C@H:11]2[C@H:7]([N:8]=[C:9]([N:13]([CH3:15])[CH3:14])[S:10]2)[C@@H:6]([O:16][CH2:17][C:18]2[CH:23]=[CH:22][C:21]([O:24][CH3:25])=[CH:20][CH:19]=2)[C@@H:5]1[O:26][CH2:27][C:28]1[CH:33]=[CH:32][C:31]([O:34][CH3:35])=[CH:30][CH:29]=1)[CH3:3].C(O)(C(F)(F)F)=[O:37]. The yield is 0.240. (3) The reactants are [C:9](O[C:9]([O:11][C:12]([CH3:15])([CH3:14])[CH3:13])=[O:10])([O:11][C:12]([CH3:15])([CH3:14])[CH3:13])=[O:10].[Si:16]([O:33][CH2:34][C@H:35]1[NH:39][C:38](=[O:40])[CH2:37][CH2:36]1)([C:29]([CH3:32])([CH3:31])[CH3:30])([C:23]1[CH:28]=[CH:27][CH:26]=[CH:25][CH:24]=1)[C:17]1[CH:22]=[CH:21][CH:20]=[CH:19][CH:18]=1.CCN(CC)CC. The catalyst is CN(C1C=CN=CC=1)C.C(Cl)Cl. The product is [Si:16]([O:33][CH2:34][C@@H:35]1[CH2:36][CH2:37][C:38](=[O:40])[N:39]1[C:9]([O:11][C:12]([CH3:13])([CH3:14])[CH3:15])=[O:10])([C:29]([CH3:32])([CH3:30])[CH3:31])([C:23]1[CH:28]=[CH:27][CH:26]=[CH:25][CH:24]=1)[C:17]1[CH:22]=[CH:21][CH:20]=[CH:19][CH:18]=1. The yield is 0.820. (4) The reactants are [CH2:1]([O:8][C:9]1[CH:14]=[CH:13][N:12]([C:15]2[C:16]([F:29])=[CH:17][C:18]3[C:19]4[CH2:28][NH:27][CH2:26][CH2:25][C:20]=4[N:21]([CH3:24])[C:22]=3[CH:23]=2)[C:11](=[O:30])[CH:10]=1)[C:2]1[CH:7]=[CH:6][CH:5]=[CH:4][CH:3]=1.C=O.[BH-](OC(C)=O)(OC(C)=O)O[C:35](C)=O.[Na+]. The catalyst is ClCCl.C(O)(=O)C. The product is [CH2:1]([O:8][C:9]1[CH:14]=[CH:13][N:12]([C:15]2[C:16]([F:29])=[CH:17][C:18]3[C:19]4[CH2:28][N:27]([CH3:35])[CH2:26][CH2:25][C:20]=4[N:21]([CH3:24])[C:22]=3[CH:23]=2)[C:11](=[O:30])[CH:10]=1)[C:2]1[CH:7]=[CH:6][CH:5]=[CH:4][CH:3]=1. The yield is 0.380. (5) The reactants are [Cl:1][C:2]1[C:7]([OH:8])=[CH:6][CH:5]=[CH:4][N:3]=1.IC.[C:11]([O-])([O-])=O.[K+].[K+].CN(C=O)C. The catalyst is O. The product is [Cl:1][C:2]1[C:7]([O:8][CH3:11])=[CH:6][CH:5]=[CH:4][N:3]=1. The yield is 0.900. (6) The reactants are [CH3:1][O:2][CH2:3][CH:4]([NH:6][C:7]([C:9]1[CH:10]=[C:11]([C:16]2[CH:21]=[CH:20][C:19]([CH3:22])=[CH:18][CH:17]=2)[CH:12]=[C:13](N)[CH:14]=1)=[O:8])[CH3:5].N(OCCC(C)C)=O.[I:31]CI. No catalyst specified. The product is [CH3:1][O:2][CH2:3][CH:4]([NH:6][C:7]([C:9]1[CH:10]=[C:11]([C:16]2[CH:21]=[CH:20][C:19]([CH3:22])=[CH:18][CH:17]=2)[CH:12]=[C:13]([I:31])[CH:14]=1)=[O:8])[CH3:5]. The yield is 0.838. (7) The reactants are Cl.C(O[C:7](=[O:28])[NH:8][C@H:9]1[CH2:14][CH2:13][C@H:12]([CH2:15][CH2:16][NH:17][C@H:18]2[CH2:27][CH2:26][C:21]3[N:22]=[C:23]([NH2:25])[S:24][C:20]=3[CH2:19]2)[CH2:11][CH2:10]1)(C)(C)C.[O:29]1[C:33]2[CH:34]=[CH:35][CH:36]=[CH:37][C:32]=2[CH:31]=[C:30]1C(O)=O.C(N=C=N[CH2:46][CH2:47][CH2:48]N(C)C)C.ON1C2C=CC=CC=2N=N1.C(N(C(C)C)CC)(C)C. The catalyst is O1CCOCC1.O1CCCC1. The product is [NH2:25][C:23]1[S:24][C:20]2[CH2:19][C@@H:18]([N:17]([CH2:46][CH2:47][CH3:48])[CH2:16][CH2:15][C@H:12]3[CH2:11][CH2:10][C@H:9]([NH:8][C:7]([C:30]4[O:29][C:33]5[CH:34]=[CH:35][CH:36]=[CH:37][C:32]=5[CH:31]=4)=[O:28])[CH2:14][CH2:13]3)[CH2:27][CH2:26][C:21]=2[N:22]=1. The yield is 0.630.